Dataset: Full USPTO retrosynthesis dataset with 1.9M reactions from patents (1976-2016). Task: Predict the reactants needed to synthesize the given product. (1) Given the product [CH2:1]([NH:3][C:4]([NH:5][C:6]1[N:11]=[CH:10][C:9]([C:28]2[CH:33]=[N:32][CH:31]=[C:30]([C:34]3[O:35][C:36]([CH3:39])=[N:37][N:38]=3)[CH:29]=2)=[C:8]([C:15]2[S:16][CH:17]=[C:18]([C:20]3[CH:25]=[CH:24][CH:23]=[CH:22][CH:21]=3)[N:19]=2)[CH:7]=1)=[O:26])[CH3:2], predict the reactants needed to synthesize it. The reactants are: [CH2:1]([NH:3][C:4](=[O:26])[NH:5][C:6]1[N:11]=[CH:10][C:9](B(O)O)=[C:8]([C:15]2[S:16][CH:17]=[C:18]([C:20]3[CH:25]=[CH:24][CH:23]=[CH:22][CH:21]=3)[N:19]=2)[CH:7]=1)[CH3:2].Br[C:28]1[CH:29]=[C:30]([C:34]2[O:35][C:36]([CH3:39])=[N:37][N:38]=2)[CH:31]=[N:32][CH:33]=1.C(=O)([O-])[O-].[Cs+].[Cs+].C1(P(C2CCCCC2)C2C=CC=CC=2C2C(C(C)C)=CC(C(C)C)=CC=2C(C)C)CCCCC1. (2) Given the product [CH3:14][C:9]1[N:8]([C:4]2[CH:5]=[CH:6][CH:7]=[C:2]([CH2:15][CH:16]([CH3:18])[CH3:17])[N:3]=2)[C:12]([CH3:13])=[CH:11][CH:10]=1, predict the reactants needed to synthesize it. The reactants are: Cl[C:2]1[CH:7]=[CH:6][CH:5]=[C:4]([N:8]2[C:12]([CH3:13])=[CH:11][CH:10]=[C:9]2[CH3:14])[N:3]=1.[CH2:15]([Mg]Cl)[CH:16]([CH3:18])[CH3:17]. (3) Given the product [CH2:1]([C@H:3]1[C@@H:7]([C:8]2[N:12]3[C:13]4[CH:19]=[CH:18][N:17]([CH2:20][O:21][CH2:22][CH2:23][Si:24]([CH3:26])([CH3:25])[CH3:27])[C:14]=4[N:15]=[CH:16][C:11]3=[N:10][N:9]=2)[CH2:6][C@H:5]([O:28][CH2:38][C:39]2[CH:43]=[C:42]([CH3:44])[O:41][N:40]=2)[CH2:4]1)[CH3:2], predict the reactants needed to synthesize it. The reactants are: [CH2:1]([CH:3]1[CH:7]([C:8]2[N:12]3[C:13]4[CH:19]=[CH:18][N:17]([CH2:20][O:21][CH2:22][CH2:23][Si:24]([CH3:27])([CH3:26])[CH3:25])[C:14]=4[N:15]=[CH:16][C:11]3=[N:10][N:9]=2)[CH2:6][CH:5]([OH:28])[CH2:4]1)[CH3:2].[OH-].[K+].O1CCOCC1.Br[CH2:38][C:39]1[CH:43]=[C:42]([CH3:44])[O:41][N:40]=1. (4) Given the product [CH2:1]([O:4][C:5]1[CH:10]=[CH:9][C:8]([C:11]2[N:12]=[CH:13][C:14]([CH2:17][OH:18])=[CH:15][N:16]=2)=[C:7]([C:21]([F:23])([F:24])[F:22])[CH:6]=1)[CH2:2][CH3:3], predict the reactants needed to synthesize it. The reactants are: [CH2:1]([O:4][C:5]1[CH:10]=[CH:9][C:8]([C:11]2[N:16]=[CH:15][C:14]([C:17](OC)=[O:18])=[CH:13][N:12]=2)=[C:7]([C:21]([F:24])([F:23])[F:22])[CH:6]=1)[CH2:2][CH3:3].[H-].[H-].[H-].[H-].[Li+].[Al+3].C(O)(=O)CC(CC(O)=O)(C(O)=O)O.CCOC(C)=O. (5) Given the product [CH:13]([C:9]1[CH:10]=[C:11]([CH3:12])[C:6]([CH:5]=[CH:4][C:3]([OH:16])=[O:2])=[C:7]([CH3:15])[CH:8]=1)=[O:14], predict the reactants needed to synthesize it. The reactants are: C[O:2][C:3](=[O:16])[CH:4]=[CH:5][C:6]1[C:11]([CH3:12])=[CH:10][C:9]([CH:13]=[O:14])=[CH:8][C:7]=1[CH3:15]. (6) Given the product [CH3:1][C:2]1[CH:3]=[CH:4][C:5]([S:8]([O:11][CH2:12][C@H:13]2[CH2:22][CH2:21][C:20]3[C:15](=[C:16]([C:33]4[CH:34]=[C:35]([Cl:38])[CH:36]=[CH:37][C:32]=4[Cl:31])[CH:17]=[CH:18][CH:19]=3)[O:14]2)(=[O:10])=[O:9])=[CH:6][CH:7]=1, predict the reactants needed to synthesize it. The reactants are: [CH3:1][C:2]1[CH:7]=[CH:6][C:5]([S:8]([O:11][CH2:12][C@H:13]2[CH2:22][CH2:21][C:20]3[C:15](=[C:16](OS(C(F)(F)F)(=O)=O)[CH:17]=[CH:18][CH:19]=3)[O:14]2)(=[O:10])=[O:9])=[CH:4][CH:3]=1.[Cl:31][C:32]1[CH:37]=[CH:36][C:35]([Cl:38])=[CH:34][C:33]=1B(O)O.C(=O)([O-])[O-].[K+].[K+].[Cl-].[Li+]. (7) Given the product [Cl:23][C:24]1[C:25]([C:38]([NH:17][C:12]2[CH:13]=[CH:14][CH:15]=[C:16]3[C:11]=2[N:10]=[CH:9][CH:8]=[C:7]3[O:6][C:5]2[CH:18]=[CH:19][CH:20]=[C:3]([C:2]([F:1])([F:21])[F:22])[CH:4]=2)=[O:39])=[N:26][C:27]([CH2:30][NH:31][C:32](=[O:37])[C:33]([CH3:36])([CH3:34])[CH3:35])=[CH:28][CH:29]=1, predict the reactants needed to synthesize it. The reactants are: [F:1][C:2]([F:22])([F:21])[C:3]1[CH:4]=[C:5]([CH:18]=[CH:19][CH:20]=1)[O:6][C:7]1[C:16]2[C:11](=[C:12]([NH2:17])[CH:13]=[CH:14][CH:15]=2)[N:10]=[CH:9][CH:8]=1.[Cl:23][C:24]1[C:25]([C:38](O)=[O:39])=[N:26][C:27]([CH2:30][NH:31][C:32](=[O:37])[C:33]([CH3:36])([CH3:35])[CH3:34])=[CH:28][CH:29]=1.C(Cl)(=O)C(Cl)=O.CCN(C(C)C)C(C)C. (8) Given the product [CH3:1][Si:2]([CH2:5][O:6][C:7]1[CH:14]=[CH:13][C:10]([CH:11]=[C:16]([C:15]([NH2:21])=[O:20])[C:17]([NH2:19])=[O:18])=[CH:9][CH:8]=1)([CH3:4])[CH3:3], predict the reactants needed to synthesize it. The reactants are: [CH3:1][Si:2]([CH2:5][O:6][C:7]1[CH:14]=[CH:13][C:10]([CH:11]=O)=[CH:9][CH:8]=1)([CH3:4])[CH3:3].[C:15]([NH2:21])(=[O:20])[CH2:16][C:17]([NH2:19])=[O:18].N1CCCCC1.C(O)(=O)C. (9) Given the product [Cl:1][C:2]1[CH:3]=[C:4]([CH:8]=[CH:9][C:10]=1[O:11][CH3:12])[C:5]([O:7][NH:16][C:15]([C:17]1[CH:18]=[C:19]2[C:23](=[CH:24][CH:25]=1)[NH:22][CH:21]=[CH:20]2)=[NH:14])=[O:6], predict the reactants needed to synthesize it. The reactants are: [Cl:1][C:2]1[CH:3]=[C:4]([CH:8]=[CH:9][C:10]=1[O:11][CH3:12])[C:5]([OH:7])=[O:6].O[NH:14][C:15]([C:17]1[CH:18]=[C:19]2[C:23](=[CH:24][CH:25]=1)[NH:22][CH:21]=[CH:20]2)=[NH:16].C1CN([P+](Br)(N2CCCC2)N2CCCC2)CC1.F[P-](F)(F)(F)(F)F.CCN(C(C)C)C(C)C. (10) Given the product [Cl:17][C:18]1[CH:25]=[C:24]([Cl:26])[CH:23]=[CH:22][C:19]=1[CH2:20][N:7]1[C:8]([CH2:10][CH2:11][C:12]([O:14][CH2:15][CH3:16])=[O:13])=[CH:9][C:5]([O:4][CH2:1][CH2:2][CH3:3])=[N:6]1, predict the reactants needed to synthesize it. The reactants are: [CH2:1]([O:4][C:5]1[CH:9]=[C:8]([CH2:10][CH2:11][C:12]([O:14][CH2:15][CH3:16])=[O:13])[NH:7][N:6]=1)[CH2:2][CH3:3].[Cl:17][C:18]1[CH:25]=[C:24]([Cl:26])[CH:23]=[CH:22][C:19]=1[CH2:20]Cl.C(=O)([O-])[O-].[K+].[K+].O.